The task is: Predict the reaction yield, written as a fraction of the theoretical maximum amount of product (1.0 means a 100% yield; for example, 0.34 means a 34% yield).. This data is from Reaction yield outcomes from USPTO patents with 853,638 reactions. (1) The reactants are COC1C=C(OC)C=CC=1C[N:6]([C:35]1[CH:40]=[CH:39][N:38]=[CH:37][N:36]=1)[S:7]([C:10]1[CH:15]=[C:14]([CH3:16])[C:13]([O:17][C@H:18]2[CH2:22][CH2:21][CH2:20][C@@H:19]2[C:23]2[N:27](C3CCCCO3)[N:26]=[CH:25][CH:24]=2)=[CH:12][C:11]=1[F:34])(=[O:9])=[O:8].C([SiH](CC)CC)C.FC(F)(F)C(O)=O. The catalyst is ClCCl. The product is [F:34][C:11]1[CH:12]=[C:13]([O:17][C@H:18]2[CH2:22][CH2:21][CH2:20][C@@H:19]2[C:23]2[NH:27][N:26]=[CH:25][CH:24]=2)[C:14]([CH3:16])=[CH:15][C:10]=1[S:7]([NH:6][C:35]1[CH:40]=[CH:39][N:38]=[CH:37][N:36]=1)(=[O:8])=[O:9]. The yield is 0.990. (2) The reactants are FC(F)(F)C(O)=O.[CH2:8]([N:11](C(OC(C)(C)C)=O)[CH2:12][CH2:13][CH2:14][CH2:15][C:16]([O:18][CH2:19][CH2:20][C:21]1[C:22]2[C:27]([CH:28]=[C:29]3[C:34]=1[CH:33]=[CH:32][CH:31]=[CH:30]3)=[CH:26][CH:25]=[CH:24][CH:23]=2)=[O:17])[CH:9]=[CH2:10]. The catalyst is C(Cl)Cl. The product is [CH2:8]([NH:11][CH2:12][CH2:13][CH2:14][CH2:15][C:16]([O:18][CH2:19][CH2:20][C:21]1[C:22]2[C:27]([CH:28]=[C:29]3[C:34]=1[CH:33]=[CH:32][CH:31]=[CH:30]3)=[CH:26][CH:25]=[CH:24][CH:23]=2)=[O:17])[CH:9]=[CH2:10]. The yield is 1.00. (3) The reactants are [CH3:1][C:2]1[C:7]([NH2:8])=[CH:6][CH:5]=[C:4]([CH3:9])[N:3]=1.C([O:12][CH:13]=[C:14]([C:20](OCC)=O)[C:15]([O:17][CH2:18][CH3:19])=[O:16])C. The catalyst is C1(C)C(C)=CC=CC=1. The product is [OH:12][C:13]1[C:6]2[C:7](=[C:2]([CH3:1])[N:3]=[C:4]([CH3:9])[CH:5]=2)[N:8]=[CH:20][C:14]=1[C:15]([O:17][CH2:18][CH3:19])=[O:16]. The yield is 0.300. (4) The reactants are [F:1][C:2]1[CH:3]=[C:4]2[C:9](=[CH:10][CH:11]=1)[N:8]=[C:7]([O:12][CH3:13])[C:6]([NH:14][C:15](=[O:19])OCC)=[N:5]2.[CH3:20][O:21][C:22]1[CH:27]=[CH:26][C:25]([N:28]2[CH2:33][CH2:32][NH:31][CH2:30][CH2:29]2)=[CH:24][CH:23]=1. No catalyst specified. The product is [F:1][C:2]1[CH:3]=[C:4]2[C:9](=[CH:10][CH:11]=1)[N:8]=[C:7]([O:12][CH3:13])[C:6]([NH:14][C:15]([N:31]1[CH2:30][CH2:29][N:28]([C:25]3[CH:24]=[CH:23][C:22]([O:21][CH3:20])=[CH:27][CH:26]=3)[CH2:33][CH2:32]1)=[O:19])=[N:5]2. The yield is 0.800. (5) The reactants are [Br:1][C:2]1[CH:3]=[CH:4][C:5]([Cl:12])=[C:6]([C:8](O)([CH3:10])[CH3:9])[CH:7]=1.C1(C)C=CC(S(O)(=O)=O)=CC=1.O. The catalyst is C1(C)C=CC=CC=1.CCOCC. The product is [Br:1][C:2]1[CH:3]=[CH:4][C:5]([Cl:12])=[C:6]([C:8]([CH3:10])=[CH2:9])[CH:7]=1. The yield is 0.770. (6) The product is [F:3][C:4]1[CH:9]=[C:8]([F:10])[CH:7]=[CH:6][C:5]=1[NH:11][C:12]([NH:14][CH2:15][CH2:16][C:17]1[CH:34]=[CH:33][C:20]([O:21][CH2:22][C:23]2[CH:32]=[CH:31][CH:30]=[CH:29][C:24]=2[C:25]([OH:27])=[O:26])=[CH:19][CH:18]=1)=[O:13]. The yield is 0.550. The catalyst is O.C1COCC1. The reactants are [OH-].[Li+].[F:3][C:4]1[CH:9]=[C:8]([F:10])[CH:7]=[CH:6][C:5]=1[NH:11][C:12]([NH:14][CH2:15][CH2:16][C:17]1[CH:34]=[CH:33][C:20]([O:21][CH2:22][C:23]2[CH:32]=[CH:31][CH:30]=[CH:29][C:24]=2[C:25]([O:27]C)=[O:26])=[CH:19][CH:18]=1)=[O:13]. (7) The reactants are [CH3:1][O:2][C:3]1[CH:8]=[CH:7][C:6]([C:9]2[N:10]=[C:11]([C:19]3[CH:24]=[CH:23][CH:22]=[CH:21][CH:20]=3)[NH:12][C:13]=2[C:14]([O:16]CC)=O)=[CH:5][CH:4]=1.[NH3:25]. No catalyst specified. The product is [CH3:1][O:2][C:3]1[CH:8]=[CH:7][C:6]([C:9]2[N:10]=[C:11]([C:19]3[CH:24]=[CH:23][CH:22]=[CH:21][CH:20]=3)[NH:12][C:13]=2[C:14]([NH2:25])=[O:16])=[CH:5][CH:4]=1. The yield is 0.160. (8) The reactants are [C:1]1([C:7]2[N:12]=[N:11][C:10]([N:13]3[CH2:18][CH2:17][N:16]([C:19]4[N:24]=[CH:23][CH:22]=[CH:21][N:20]=4)[CH2:15][CH2:14]3)=[C:9](O)[CH:8]=2)[CH:6]=[CH:5][CH:4]=[CH:3][CH:2]=1.[OH-].[Na+].P(Cl)(Cl)([Cl:30])=O. No catalyst specified. The product is [Cl:30][C:9]1[CH:8]=[C:7]([C:1]2[CH:6]=[CH:5][CH:4]=[CH:3][CH:2]=2)[N:12]=[N:11][C:10]=1[N:13]1[CH2:18][CH2:17][N:16]([C:19]2[N:24]=[CH:23][CH:22]=[CH:21][N:20]=2)[CH2:15][CH2:14]1. The yield is 0.914. (9) The reactants are [NH2:1][OH:2].CO.[CH:5]1([NH:8][CH2:9][C:10]2[CH:15]=[CH:14][C:13](/[CH:16]=[CH:17]/[C:18]#[C:19][C:20]3[CH:25]=[CH:24][C:23]([C:26](=[O:38])[N:27]([CH:29]([C:34]([NH:36][CH3:37])=[O:35])[C:30](OC)=[O:31])[CH3:28])=[CH:22][CH:21]=3)=[CH:12][CH:11]=2)[CH2:7][CH2:6]1.C(OCC)(=O)C. The catalyst is O. The product is [CH:5]1([NH:8][CH2:9][C:10]2[CH:11]=[CH:12][C:13](/[CH:16]=[CH:17]/[C:18]#[C:19][C:20]3[CH:21]=[CH:22][C:23]([C:26]([N:27]([CH3:28])[CH:29]([C:34]([NH:36][CH3:37])=[O:35])[C:30]([NH:1][OH:2])=[O:31])=[O:38])=[CH:24][CH:25]=3)=[CH:14][CH:15]=2)[CH2:7][CH2:6]1. The yield is 0.230.